This data is from Forward reaction prediction with 1.9M reactions from USPTO patents (1976-2016). The task is: Predict the product of the given reaction. (1) Given the reactants [NH:1]1[CH2:4][CH2:3][CH2:2]1.Cl[C:6]1[N:11]=[C:10]([NH:12][C:13]2[CH:14]=[C:15]([CH:18]=[CH:19][N:20]=2)[C:16]#[N:17])[CH:9]=[C:8]([CH:21]2[CH2:26][CH2:25][N:24]([CH:27]3[CH2:30][O:29][CH2:28]3)[CH2:23][CH2:22]2)[CH:7]=1, predict the reaction product. The product is: [N:1]1([C:6]2[N:11]=[C:10]([NH:12][C:13]3[CH:14]=[C:15]([CH:18]=[CH:19][N:20]=3)[C:16]#[N:17])[CH:9]=[C:8]([CH:21]3[CH2:22][CH2:23][N:24]([CH:27]4[CH2:30][O:29][CH2:28]4)[CH2:25][CH2:26]3)[CH:7]=2)[CH2:4][CH2:3][CH2:2]1. (2) Given the reactants C(OC([NH:8][CH2:9][CH2:10][C:11]1[NH:12][C:13]([C:21]2[CH:26]=[CH:25][N:24]=[CH:23][CH:22]=2)=[CH:14][C:15]=1[C:16]([O:18][CH2:19][CH3:20])=[O:17])=O)(C)(C)C.[ClH:27], predict the reaction product. The product is: [Cl-:27].[Cl-:27].[NH3+:8][CH2:9][CH2:10][C:11]1[NH:12][C:13]([C:21]2[CH:26]=[CH:25][NH+:24]=[CH:23][CH:22]=2)=[CH:14][C:15]=1[C:16]([O:18][CH2:19][CH3:20])=[O:17]. (3) The product is: [Cl:14][C:15]1[CH:20]=[CH:19][C:18]([CH2:21][C:22]([OH:24])=[O:23])=[CH:17][C:16]=1[O:25][C:2]1[CH:9]=[CH:8][C:7]([S:10]([CH3:13])(=[O:12])=[O:11])=[CH:6][C:3]=1[C:4]#[N:5]. Given the reactants Cl[C:2]1[CH:9]=[CH:8][C:7]([S:10]([CH3:13])(=[O:12])=[O:11])=[CH:6][C:3]=1[C:4]#[N:5].[Cl:14][C:15]1[CH:20]=[CH:19][C:18]([CH2:21][C:22]([OH:24])=[O:23])=[CH:17][C:16]=1[OH:25], predict the reaction product. (4) Given the reactants O.[OH-].[Li+].[CH3:4][N:5]1[C:10](=[O:11])[C:9]2[C:12]([S:26][CH2:27][CH2:28][CH2:29][C:30]([O:32]C)=[O:31])=[C:13]([CH2:15][C:16]3[C:25]4[C:20](=[CH:21][CH:22]=[CH:23][CH:24]=4)[CH:19]=[CH:18][CH:17]=3)[S:14][C:8]=2[C:7]([CH2:34][CH:35]([CH3:37])[CH3:36])=[N:6]1.Cl, predict the reaction product. The product is: [CH3:4][N:5]1[C:10](=[O:11])[C:9]2[C:12]([S:26][CH2:27][CH2:28][CH2:29][C:30]([OH:32])=[O:31])=[C:13]([CH2:15][C:16]3[C:25]4[C:20](=[CH:21][CH:22]=[CH:23][CH:24]=4)[CH:19]=[CH:18][CH:17]=3)[S:14][C:8]=2[C:7]([CH2:34][CH:35]([CH3:37])[CH3:36])=[N:6]1. (5) Given the reactants [CH2:1]([C:5]1[N:6]=[C:7]([CH3:27])[NH:8][C:9](=[O:26])[C:10]=1[CH2:11][C:12]1[CH:17]=[CH:16][C:15]([C:18]2[C:19]([C:24]#[N:25])=[CH:20][CH:21]=[CH:22][CH:23]=2)=[CH:14][CH:13]=1)[CH2:2][CH2:3][CH3:4].[H-].[Na+].Br[CH2:31][C:32]12[CH2:41][CH:36]3[CH2:37][CH:38]([CH2:40][CH:34]([CH2:35]3)[CH2:33]1)[CH2:39]2.[Cl-].O[NH3+:44].[C:45](=[O:48])([O-])[OH:46].[Na+], predict the reaction product. The product is: [C:32]12([CH2:31][N:8]3[C:9](=[O:26])[C:10]([CH2:11][C:12]4[CH:17]=[CH:16][C:15]([C:18]5[CH:23]=[CH:22][CH:21]=[CH:20][C:19]=5[C:24]5[NH:44][C:45](=[O:48])[O:46][N:25]=5)=[CH:14][CH:13]=4)=[C:5]([CH2:1][CH2:2][CH2:3][CH3:4])[N:6]=[C:7]3[CH3:27])[CH2:41][CH:36]3[CH2:37][CH:38]([CH2:40][CH:34]([CH2:35]3)[CH2:33]1)[CH2:39]2. (6) Given the reactants Br[C:2]1[C:7]([C:8]([F:11])([F:10])[F:9])=[CH:6][CH:5]=[CH:4][C:3]=1[F:12].S(=O)=O.[Li].[S:17](Cl)([Cl:20])(=[O:19])=[O:18], predict the reaction product. The product is: [F:12][C:3]1[CH:4]=[CH:5][CH:6]=[C:7]([C:8]([F:11])([F:10])[F:9])[C:2]=1[S:17]([Cl:20])(=[O:19])=[O:18].